Dataset: Forward reaction prediction with 1.9M reactions from USPTO patents (1976-2016). Task: Predict the product of the given reaction. Given the reactants [NH2:1][C@@H:2]1[CH2:7][CH2:6][C@H:5]([CH2:8][C:9]([NH:11][C:12]2[CH:17]=[C:16]([C:18]([F:21])([F:20])[F:19])[CH:15]=[C:14]([C:22]([F:25])([F:24])[F:23])[CH:13]=2)=[O:10])[CH2:4][CH2:3]1.[OH:26][C@@H:27]([C:31]([CH3:34])([CH3:33])[CH3:32])[C:28](O)=[O:29].CN(C(ON1N=NC2C=CC=NC1=2)=[N+](C)C)C.F[P-](F)(F)(F)(F)F, predict the reaction product. The product is: [F:25][C:22]([F:23])([F:24])[C:14]1[CH:13]=[C:12]([NH:11][C:9](=[O:10])[CH2:8][C@@H:5]2[CH2:4][CH2:3][C@H:2]([NH:1][C:28](=[O:29])[C@@H:27]([OH:26])[C:31]([CH3:34])([CH3:33])[CH3:32])[CH2:7][CH2:6]2)[CH:17]=[C:16]([C:18]([F:19])([F:20])[F:21])[CH:15]=1.